This data is from Forward reaction prediction with 1.9M reactions from USPTO patents (1976-2016). The task is: Predict the product of the given reaction. Given the reactants Cl[C:2]1[N:11]=[C:10]([N:12]([C:14]2[CH:19]=[CH:18][C:17]([N:20]([CH3:22])[CH3:21])=[CH:16][CH:15]=2)[CH3:13])[C:9]2[C:4](=[CH:5][CH:6]=[CH:7][CH:8]=2)[N:3]=1.[CH3:23][NH2:24], predict the reaction product. The product is: [CH3:23][NH:24][C:2]1[N:11]=[C:10]([N:12]([C:14]2[CH:19]=[CH:18][C:17]([N:20]([CH3:22])[CH3:21])=[CH:16][CH:15]=2)[CH3:13])[C:9]2[C:4](=[CH:5][CH:6]=[CH:7][CH:8]=2)[N:3]=1.